From a dataset of Full USPTO retrosynthesis dataset with 1.9M reactions from patents (1976-2016). Predict the reactants needed to synthesize the given product. (1) Given the product [ClH:24].[Cl:24][C:19]1[C:18]2[NH:17][C:16](=[O:25])[C:15]3[S:26][CH:27]=[CH:28][C:14]=3[C:13]=2[C:12]([C:9]2[CH:10]=[CH:11][C:6]([C@H:16]([NH:17][CH3:18])[CH3:15])=[CH:7][CH:8]=2)=[C:21]([OH:22])[CH:20]=1, predict the reactants needed to synthesize it. The reactants are: C(N(C)C(=O)O[C:6]1[CH:11]=[CH:10][C:9]([C:12]2[C:13]3[C:14]4[CH:28]=[CH:27][S:26][C:15]=4[C:16](=[O:25])[NH:17][C:18]=3[C:19]([Cl:24])=[CH:20][C:21]=2[O:22]C)=[CH:8][CH:7]=1)C.B(Br)(Br)Br. (2) Given the product [CH3:21][S:22]([O:1][C@H:2]1[CH2:6][CH2:5][N:4]([C:7]([O:9][C:10]([CH3:13])([CH3:12])[CH3:11])=[O:8])[CH2:3]1)(=[O:24])=[O:23], predict the reactants needed to synthesize it. The reactants are: [OH:1][C@H:2]1[CH2:6][CH2:5][N:4]([C:7]([O:9][C:10]([CH3:13])([CH3:12])[CH3:11])=[O:8])[CH2:3]1.CCN(CC)CC.[CH3:21][S:22](Cl)(=[O:24])=[O:23]. (3) Given the product [CH3:23][NH:25][C:13]([C:7]1[C:6]2[C:10](=[CH:11][CH:12]=[C:4]([N+:1]([O-:3])=[O:2])[CH:5]=2)[NH:9][N:8]=1)=[O:15], predict the reactants needed to synthesize it. The reactants are: [N+:1]([C:4]1[CH:5]=[C:6]2[C:10](=[CH:11][CH:12]=1)[NH:9][N:8]=[C:7]2[C:13]([OH:15])=O)([O-:3])=[O:2].Cl.CN.C1C=CC2N(O)N=[N:25][C:23]=2C=1.CCN(C(C)C)C(C)C.Cl.CN(C)CCCN=C=NCC. (4) Given the product [CH3:13][C:11]1[CH:10]=[C:9]([C:14]2[CH:19]=[CH:18][C:17]([C:20]([F:23])([F:22])[F:21])=[CH:16][CH:15]=2)[N:8]=[C:7]([N:5]2[CH:6]=[C:2]([Sn:35]([CH2:36][CH2:37][CH2:38][CH3:39])([CH2:40][CH2:41][CH2:42][CH3:43])[CH2:31][CH2:32][CH2:33][CH3:34])[N:3]=[CH:4]2)[N:12]=1, predict the reactants needed to synthesize it. The reactants are: I[C:2]1[N:3]=[CH:4][N:5]([C:7]2[N:12]=[C:11]([CH3:13])[CH:10]=[C:9]([C:14]3[CH:19]=[CH:18][C:17]([C:20]([F:23])([F:22])[F:21])=[CH:16][CH:15]=3)[N:8]=2)[CH:6]=1.[Cl-].[Li+].C([Mg]Cl)(C)C.[CH2:31]([Sn:35](Cl)([CH2:40][CH2:41][CH2:42][CH3:43])[CH2:36][CH2:37][CH2:38][CH3:39])[CH2:32][CH2:33][CH3:34].[Cl-].[NH4+]. (5) Given the product [Cl:14][C:12]1[CH:11]=[CH:10][C:9]([O:15][CH2:16][CH3:17])=[C:8]([C:6]2[N:5]=[C:4]([NH2:18])[N:3]=[C:2]([NH:22][C:21]3[CH:23]=[CH:24][CH:25]=[CH:26][C:20]=3[Cl:19])[CH:7]=2)[CH:13]=1, predict the reactants needed to synthesize it. The reactants are: Cl[C:2]1[CH:7]=[C:6]([C:8]2[CH:13]=[C:12]([Cl:14])[CH:11]=[CH:10][C:9]=2[O:15][CH2:16][CH3:17])[N:5]=[C:4]([NH2:18])[N:3]=1.[Cl:19][C:20]1[CH:26]=[CH:25][CH:24]=[CH:23][C:21]=1[NH2:22]. (6) Given the product [Cl:22][C:23]1[CH:28]=[CH:27][C:26]([NH:29][C:30]([NH:20][C@@H:17]2[CH2:16][C@@H:15]3[C@@:11]([C:5]4[CH:6]=[CH:7][C:8]([O:9][CH3:10])=[C:3]([O:2][CH3:1])[CH:4]=4)([CH2:12][CH2:13][N:14]3[CH3:21])[CH2:19][CH2:18]2)=[O:31])=[CH:25][C:24]=1[C:32]([F:33])([F:34])[F:35], predict the reactants needed to synthesize it. The reactants are: [CH3:1][O:2][C:3]1[CH:4]=[C:5]([C@:11]23[CH2:19][CH2:18][C@H:17]([NH2:20])[CH2:16][C@H:15]2[N:14]([CH3:21])[CH2:13][CH2:12]3)[CH:6]=[CH:7][C:8]=1[O:9][CH3:10].[Cl:22][C:23]1[CH:28]=[CH:27][C:26]([N:29]=[C:30]=[O:31])=[CH:25][C:24]=1[C:32]([F:35])([F:34])[F:33]. (7) Given the product [NH2:1][C:2]1[N:7]=[C:6]([CH:8]2[CH2:10][CH2:9]2)[N:5]=[C:4]([C:11]([O:13][CH3:19])=[O:12])[C:3]=1[Cl:14], predict the reactants needed to synthesize it. The reactants are: [NH2:1][C:2]1[N:7]=[C:6]([CH:8]2[CH2:10][CH2:9]2)[N:5]=[C:4]([C:11]([OH:13])=[O:12])[C:3]=1[Cl:14].S(Cl)(Cl)=O.[CH3:19]O. (8) Given the product [CH3:1][O:2][CH2:3][CH2:4][CH2:5][O:6][C:7]1[CH:8]=[C:9]([CH2:21][CH2:22][C:23]([O:25][CH2:26][CH3:27])=[O:24])[CH:10]=[CH:11][C:12]=1[C:30]1[CH:29]=[N:28][CH:33]=[CH:32][CH:31]=1, predict the reactants needed to synthesize it. The reactants are: [CH3:1][O:2][CH2:3][CH2:4][CH2:5][O:6][C:7]1[CH:8]=[C:9]([CH2:21][CH2:22][C:23]([O:25][CH2:26][CH3:27])=[O:24])[CH:10]=[CH:11][C:12]=1OS(C(F)(F)F)(=O)=O.[N:28]1[CH:33]=[CH:32][CH:31]=[C:30](B(O)O)[CH:29]=1.[F-].[Cs+]. (9) Given the product [Cl:19][CH2:18][CH2:17][CH2:16][O:8][C:7]1[CH:9]=[CH:10][C:2]([C:1]([O:12][CH2:13][CH3:14])=[O:11])=[CH:3][C:4]=1[O:5][CH3:6], predict the reactants needed to synthesize it. The reactants are: [C:1]([O:12][CH2:13][CH3:14])(=[O:11])[C:2]1[CH:10]=[CH:9][C:7]([OH:8])=[C:4]([O:5][CH3:6])[CH:3]=1.Br[CH2:16][CH2:17][CH2:18][Cl:19].C(=O)([O-])[O-].[K+].[K+].[Br-].C([NH3+])CCC.